Dataset: Reaction yield outcomes from USPTO patents with 853,638 reactions. Task: Predict the reaction yield, written as a fraction of the theoretical maximum amount of product (1.0 means a 100% yield; for example, 0.34 means a 34% yield). (1) The reactants are [C:1]([O:5][C:6]([N:8]1[CH2:13][C:12](=[O:14])[O:11][C:10](=[O:15])[CH2:9]1)=[O:7])([CH3:4])([CH3:3])[CH3:2].Cl.[NH2:17][CH2:18][C:19]([C:21]1[CH:26]=[CH:25][C:24]([Br:27])=[CH:23][CH:22]=1)=[O:20].CN1CCOCC1. The catalyst is CN(C)C=O. The product is [Br:27][C:24]1[CH:23]=[CH:22][C:21]([C:19](=[O:20])[CH2:18][NH:17][C:12]([CH2:13][N:8]([CH2:9][C:10]([OH:11])=[O:15])[C:6]([O:5][C:1]([CH3:2])([CH3:3])[CH3:4])=[O:7])=[O:14])=[CH:26][CH:25]=1. The yield is 0.800. (2) The reactants are Br[C:2]1[N:7]=[C:6]([C:8]2[CH:13]=[CH:12][CH:11]=[CH:10][CH:9]=2)[CH:5]=[C:4]([C:14]2[CH:19]=[CH:18][CH:17]=[CH:16][CH:15]=2)[N:3]=1.[C:20]1([C:26]2[C:27]3[C:32]([C:33]([C:43]4[CH:48]=[CH:47][CH:46]=[CH:45][CH:44]=4)=[C:34]4[C:39]=2[CH:38]=[C:37](B(O)O)[CH:36]=[CH:35]4)=[CH:31][CH:30]=[CH:29][CH:28]=3)[CH:25]=[CH:24][CH:23]=[CH:22][CH:21]=1.C(=O)([O-])[O-].[Na+].[Na+]. The catalyst is COCCOC.C1C=CC([P]([Pd]([P](C2C=CC=CC=2)(C2C=CC=CC=2)C2C=CC=CC=2)([P](C2C=CC=CC=2)(C2C=CC=CC=2)C2C=CC=CC=2)[P](C2C=CC=CC=2)(C2C=CC=CC=2)C2C=CC=CC=2)(C2C=CC=CC=2)C2C=CC=CC=2)=CC=1. The product is [C:20]1([C:26]2[C:39]3[C:34]([C:33]([C:43]4[CH:44]=[CH:45][CH:46]=[CH:47][CH:48]=4)=[C:32]4[C:27]=2[CH:28]=[C:29]([C:2]2[N:7]=[C:6]([C:8]5[CH:13]=[CH:12][CH:11]=[CH:10][CH:9]=5)[CH:5]=[C:4]([C:14]5[CH:19]=[CH:18][CH:17]=[CH:16][CH:15]=5)[N:3]=2)[CH:30]=[CH:31]4)=[CH:35][CH:36]=[CH:37][CH:38]=3)[CH:25]=[CH:24][CH:23]=[CH:22][CH:21]=1. The yield is 0.860. (3) The reactants are [NH2:1][C:2]1[CH:6]=[C:5]([C:7]2[CH:12]=[CH:11][CH:10]=[CH:9][CH:8]=2)[N:4]([C:13]2[CH:18]=[CH:17][C:16]([S:19]([NH2:22])(=[O:21])=[O:20])=[CH:15][CH:14]=2)[N:3]=1.[F:23][C:24]([F:35])([F:34])[C:25]1[CH:26]=[C:27]([N:31]=[C:32]=[O:33])[CH:28]=[CH:29][CH:30]=1.C(N(CC)CC)C.O. The catalyst is CN(C=O)C. The product is [C:7]1([C:5]2[N:4]([C:13]3[CH:18]=[CH:17][C:16]([S:19]([NH2:22])(=[O:20])=[O:21])=[CH:15][CH:14]=3)[N:3]=[C:2]([NH:1][C:32]([NH:31][C:27]3[CH:28]=[CH:29][CH:30]=[C:25]([C:24]([F:23])([F:34])[F:35])[CH:26]=3)=[O:33])[CH:6]=2)[CH:8]=[CH:9][CH:10]=[CH:11][CH:12]=1. The yield is 0.810.